This data is from Reaction yield outcomes from USPTO patents with 853,638 reactions. The task is: Predict the reaction yield, written as a fraction of the theoretical maximum amount of product (1.0 means a 100% yield; for example, 0.34 means a 34% yield). (1) The reactants are [F:1][C:2]1[CH:3]=[C:4]([CH:7]=[CH:8][CH:9]=1)[CH:5]=[O:6].[N+:10]([CH3:13])([O-:12])=[O:11].[OH-].[Na+].Cl. The catalyst is CO.O. The product is [F:1][C:2]1[CH:3]=[C:4]([CH:5]([OH:6])[CH2:13][N+:10]([O-:12])=[O:11])[CH:7]=[CH:8][CH:9]=1. The yield is 0.930. (2) The reactants are [CH3:1][O:2][C:3]1[CH:8]=[CH:7][C:6]([C:9]([C:45]2[CH:50]=[CH:49][C:48]([O:51][CH3:52])=[CH:47][CH:46]=2)([C:39]2[CH:44]=[CH:43][CH:42]=[CH:41][CH:40]=2)[O:10][CH2:11][CH2:12][CH2:13][N:14]([C:21]2[CH:26]=[CH:25][C:24]([N:27]=[N:28][C:29]3[CH:34]=[CH:33][C:32]([N+:35]([O-:37])=[O:36])=[CH:31][C:30]=3[Cl:38])=[CH:23][CH:22]=2)[CH2:15][CH2:16][CH2:17][C:18]([OH:20])=[O:19])=[CH:5][CH:4]=1.C(N(CC)CC)C.C(Cl)Cl.FC(F)(F)C(O[C:68]1[C:73]([F:74])=[C:72]([F:75])[C:71]([F:76])=[C:70]([F:77])[C:69]=1[F:78])=O. The catalyst is CCCCCC.C(OCC)(=O)C. The product is [CH3:52][O:51][C:48]1[CH:49]=[CH:50][C:45]([C:9]([C:6]2[CH:7]=[CH:8][C:3]([O:2][CH3:1])=[CH:4][CH:5]=2)([C:39]2[CH:40]=[CH:41][CH:42]=[CH:43][CH:44]=2)[O:10][CH2:11][CH2:12][CH2:13][N:14]([C:21]2[CH:26]=[CH:25][C:24]([N:27]=[N:28][C:29]3[CH:34]=[CH:33][C:32]([N+:35]([O-:37])=[O:36])=[CH:31][C:30]=3[Cl:38])=[CH:23][CH:22]=2)[CH2:15][CH2:16][CH2:17][C:18]([O:20][C:68]2[C:69]([F:78])=[C:70]([F:77])[C:71]([F:76])=[C:72]([F:75])[C:73]=2[F:74])=[O:19])=[CH:46][CH:47]=1. The yield is 0.410. (3) The reactants are [S:1]1[CH:5]=[CH:4][C:3]([C:6]([OH:8])=O)=[CH:2]1.C(Cl)(=O)C(Cl)=O.[CH3:15][C:16]1[CH:17]=[C:18]([CH:20]=[CH:21][C:22]=1[I:23])N.C([O-])([O-])=O.[K+].[K+].[NH2:30]C1C=CC=CC=1. The catalyst is C(Cl)Cl.CN(C=O)C.N1C=CC=CC=1. The product is [I:23][C:22]1[CH:21]=[C:20]([NH:30][C:6]([C:3]2[CH:4]=[CH:5][S:1][CH:2]=2)=[O:8])[CH:18]=[CH:17][C:16]=1[CH3:15]. The yield is 0.290. (4) The product is [C:36]([O:35][C:33]([N:27]([C@@H:22]1[C:23]2[C:19](=[C:18]([C:16]3[S:17][C:13]([C:5]4[CH:6]=[CH:7][C:8]([O:9][CH:10]([CH3:12])[CH3:11])=[C:3]([C:1]#[N:2])[CH:4]=4)=[N:14][N:15]=3)[CH:26]=[CH:25][CH:24]=2)[CH2:20][CH2:21]1)[CH2:28][C:29]([O:31][CH3:32])=[O:30])=[O:34])([CH3:39])([CH3:38])[CH3:37]. The reactants are [C:1]([C:3]1[CH:4]=[C:5]([C:13]2[S:17][C:16]([C:18]3[CH:26]=[CH:25][CH:24]=[C:23]4[C:19]=3[CH2:20][CH2:21][C@@H:22]4[NH:27][CH2:28][C:29]([O:31][CH3:32])=[O:30])=[N:15][N:14]=2)[CH:6]=[CH:7][C:8]=1[O:9][CH:10]([CH3:12])[CH3:11])#[N:2].[C:33](O[C:33]([O:35][C:36]([CH3:39])([CH3:38])[CH3:37])=[O:34])([O:35][C:36]([CH3:39])([CH3:38])[CH3:37])=[O:34]. The catalyst is C(Cl)Cl. The yield is 0.660. (5) The reactants are [N+:1]([C:4]1[CH:26]=[CH:25][C:7]([O:8][C:9]2[CH:14]=[CH:13][N:12]=[C:11]3[CH:15]=[C:16]([C:18]4[CH:23]=[CH:22][C:21]([OH:24])=[CH:20][CH:19]=4)[S:17][C:10]=23)=[CH:6][CH:5]=1)([O-:3])=[O:2].FC1C=C([N+]([O-])=O)C=CC=1OC1C=CN=C2C=C(C3C=C(C=CC=3)O[CH2:44][CH2:45][N:46]3[CH2:51][CH2:50][O:49][CH2:48][CH2:47]3)SC=12. No catalyst specified. The product is [N+:1]([C:4]1[CH:26]=[CH:25][C:7]([O:8][C:9]2[CH:14]=[CH:13][N:12]=[C:11]3[CH:15]=[C:16]([C:18]4[CH:23]=[CH:22][C:21]([O:24][CH2:44][CH2:45][N:46]5[CH2:51][CH2:50][O:49][CH2:48][CH2:47]5)=[CH:20][CH:19]=4)[S:17][C:10]=23)=[CH:6][CH:5]=1)([O-:3])=[O:2]. The yield is 0.690. (6) The yield is 0.940. The product is [Cl:1][C:2]1[CH:3]=[CH:4][C:5]2[N:6]=[CH:7][N:8]=[C:9]([NH:26][C:25]3[CH:27]=[CH:28][C:22]([O:21][C:20]([F:19])([F:29])[F:30])=[CH:23][CH:24]=3)[C:10]=2[N:11]=1. The catalyst is CCOC(C)=O. The reactants are [Cl:1][C:2]1[CH:3]=[CH:4][C:5]2[N:6]=[CH:7][N:8]=[C:9](OC3CCOCC3)[C:10]=2[N:11]=1.[F:19][C:20]([F:30])([F:29])[O:21][C:22]1[CH:28]=[CH:27][C:25]([NH2:26])=[CH:24][CH:23]=1.C([O-])(=O)C.[Na+]. (7) The reactants are CS(O[CH2:6][C:7]([C:19]1[CH:24]=[CH:23][CH:22]=[C:21]([Br:25])[CH:20]=1)([C:12]1[CH:17]=[CH:16][CH:15]=[C:14]([Br:18])[CH:13]=1)[CH2:8][N:9]=[N+]=[N-])(=O)=O.[P:26]([O:33]CC)([O:30][CH2:31][CH3:32])[O:27][CH2:28][CH3:29].P(=N)(OCC)(OCC)OCC. The catalyst is C1(C)C=CC=CC=1.C1COCC1.C1(C)C=CC=C(C)C=1. The product is [Br:18][C:14]1[CH:13]=[C:12]([C:7]2([C:19]3[CH:24]=[CH:23][CH:22]=[C:21]([Br:25])[CH:20]=3)[CH2:8][N:9]([P:26](=[O:33])([O:30][CH2:31][CH3:32])[O:27][CH2:28][CH3:29])[CH2:6]2)[CH:17]=[CH:16][CH:15]=1. The yield is 0.710. (8) The reactants are [C:1]12([C:11]3[CH:12]=[C:13]([CH2:21][CH2:22][NH2:23])[CH:14]=[CH:15][C:16]=3[O:17][CH:18]([CH3:20])[CH3:19])[CH2:10][CH:5]3[CH2:6][CH:7]([CH2:9][CH:3]([CH2:4]3)[CH2:2]1)[CH2:8]2.[O:24](C(C(F)(F)F)=O)[C:25]([C:27]([F:30])([F:29])[F:28])=O. No catalyst specified. The product is [C:1]12([C:11]3[CH:12]=[C:13]([CH:14]=[CH:15][C:16]=3[O:17][CH:18]([CH3:19])[CH3:20])[CH2:21][CH2:22][NH:23][C:25](=[O:24])[C:27]([F:30])([F:29])[F:28])[CH2:2][CH:3]3[CH2:9][CH:7]([CH2:6][CH:5]([CH2:4]3)[CH2:10]1)[CH2:8]2. The yield is 0.824. (9) The reactants are [CH:1]1([C:7]2([CH3:15])[N:11]([CH3:12])[C:10](=[O:13])[NH:9][C:8]2=[O:14])[CH2:6][CH2:5][CH2:4][CH2:3][CH2:2]1.Cl[CH2:17][C:18]([C:20]1[NH:21][CH:22]=[CH:23][CH:24]=1)=[O:19]. The product is [CH:1]1([C:7]2([CH3:15])[N:11]([CH3:12])[C:10](=[O:13])[N:9]([CH2:17][C:18](=[O:19])[C:20]3[NH:21][CH:22]=[CH:23][CH:24]=3)[C:8]2=[O:14])[CH2:2][CH2:3][CH2:4][CH2:5][CH2:6]1. No catalyst specified. The yield is 0.200.